Dataset: Full USPTO retrosynthesis dataset with 1.9M reactions from patents (1976-2016). Task: Predict the reactants needed to synthesize the given product. (1) Given the product [CH3:21][C:14]1[CH2:15][CH2:16][CH2:17][C:18]([CH3:19])([CH3:20])[C:13]=1[CH2:12]/[CH:11]=[C:8](/[CH3:7])\[C:9]#[CH:10], predict the reactants needed to synthesize it. The reactants are: F[B-](F)(F)F.[NH4+].[CH3:7][C:8](O)([CH2:11][CH2:12][C:13]1[C:18]([CH3:20])([CH3:19])[CH2:17][CH2:16][CH2:15][C:14]=1[CH3:21])[C:9]#[CH:10]. (2) Given the product [F:1][C:2]([F:11])([F:12])[O:3][C:4]1[CH:5]=[CH:6][C:7]([O:10][CH:20]([CH2:26][CH3:27])[C:21]([O:23][CH2:24][CH3:25])=[O:22])=[CH:8][CH:9]=1, predict the reactants needed to synthesize it. The reactants are: [F:1][C:2]([F:12])([F:11])[O:3][C:4]1[CH:9]=[CH:8][C:7]([OH:10])=[CH:6][CH:5]=1.C(=O)([O-])[O-].[K+].[K+].Br[CH:20]([CH2:26][CH3:27])[C:21]([O:23][CH2:24][CH3:25])=[O:22].C(OCC)(=O)C. (3) Given the product [CH2:1]([C:5]1[N:6]([CH2:11][CH2:12][N:13]2[C:14](=[O:23])[C:15]3[C:16](=[CH:19][CH:20]=[CH:21][CH:22]=3)[C:17]2=[O:18])[CH:7]=[CH:8][N:9]=1)[CH2:2][CH2:3][CH3:4], predict the reactants needed to synthesize it. The reactants are: [CH2:1]([C:5]1[NH:6][CH:7]=[CH:8][N:9]=1)[CH2:2][CH2:3][CH3:4].Br[CH2:11][CH2:12][N:13]1[C:17](=[O:18])[C:16]2=[CH:19][CH:20]=[CH:21][CH:22]=[C:15]2[C:14]1=[O:23].C(=O)([O-])[O-].[K+].[K+]. (4) The reactants are: [Br:1][C:2]1[CH:3]=[N:4][NH:5][CH:6]=1.[H-].[Na+].[C:9]([O:13][C:14]([N:16]1[CH2:21][CH2:20][CH:19](OS(C)(=O)=O)[CH2:18][CH2:17]1)=[O:15])([CH3:12])([CH3:11])[CH3:10].N1C=CC=N1. Given the product [C:9]([O:13][C:14]([N:16]1[CH2:21][CH2:20][CH:19]([N:4]2[CH:3]=[C:2]([Br:1])[CH:6]=[N:5]2)[CH2:18][CH2:17]1)=[O:15])([CH3:12])([CH3:10])[CH3:11], predict the reactants needed to synthesize it.